This data is from Catalyst prediction with 721,799 reactions and 888 catalyst types from USPTO. The task is: Predict which catalyst facilitates the given reaction. (1) Reactant: [C:1]([NH:4][C:5]1[N:10]=[C:9]([C:11]([OH:13])=O)[CH:8]=[CH:7][CH:6]=1)(=[O:3])[CH3:2].[NH2:14]/[C:15](=[N:36]\O)/[C:16]1[CH:21]=[CH:20][C:19]([S:22]([NH:25][C:26]2[CH:27]=[C:28]([NH:32][C:33](=[O:35])[CH3:34])[CH:29]=[CH:30][CH:31]=2)(=[O:24])=[O:23])=[CH:18][CH:17]=1. Product: [C:33]([NH:32][C:28]1[CH:27]=[C:26]([NH:25][S:22]([C:19]2[CH:18]=[CH:17][C:16]([C:15]3[N:36]=[C:11]([C:9]4[N:10]=[C:5]([NH:4][C:1](=[O:3])[CH3:2])[CH:6]=[CH:7][CH:8]=4)[O:13][N:14]=3)=[CH:21][CH:20]=2)(=[O:24])=[O:23])[CH:31]=[CH:30][CH:29]=1)(=[O:35])[CH3:34]. The catalyst class is: 887. (2) Reactant: C(OC([N:6]1[C:10]2=[N:11][CH:12]=[CH:13][CH:14]=[C:9]2[C:8](C2CCN(C(OCC)=O)CC2)=[CH:7]1)=O)C.[OH-].[K+]. Product: [N:11]1([C:8]2[C:9]3[C:10](=[N:11][CH:12]=[CH:13][CH:14]=3)[NH:6][CH:7]=2)[CH2:12][CH2:13][CH2:14][CH2:9][CH2:10]1. The catalyst class is: 32. (3) Reactant: [CH2:1]([O:3][C:4](=[O:13])[CH:5]([CH2:10][CH:11]=[CH2:12])[CH2:6][C:7](C)=C)[CH3:2]. Product: [CH2:1]([O:3][C:4]([CH:5]1[CH2:6][CH:7]=[C:11]([CH3:12])[CH2:10]1)=[O:13])[CH3:2]. The catalyst class is: 2. (4) Reactant: [C:1]([O:5][C:6]([N:8]1[CH2:13][CH:12]2[C@H:10]([CH2:11]2)[CH:9]1[C:14]([OH:16])=O)=[O:7])([CH3:4])([CH3:3])[CH3:2].[NH2:17][CH2:18][C:19]([C:21]1[CH:26]=[CH:25][C:24]([C:27]2[CH:32]=[CH:31][C:30]([C:33]3[NH:37][C:36]([C@@H:38]4[CH2:50][N:48]5[C:49]6[CH:41]([C@@H:42]([NH:51][C:52](=[O:55])[O:53][CH3:54])[CH2:43][CH2:44][C:45]=6[CH:46]=[CH:47]5)[C:40](=[O:56])[CH2:39]4)=[N:35][CH:34]=3)=[CH:29][CH:28]=2)=[CH:23][CH:22]=1)=[O:20].CCN(C(C)C)C(C)C.CN(C(ON1N=NC2C=CC=NC1=2)=[N+](C)C)C.F[P-](F)(F)(F)(F)F. Product: [C:1]([O:5][C:6]([N:8]1[CH2:13][CH:12]2[C@H:10]([CH2:11]2)[CH:9]1[C:14](=[O:16])[NH:17][CH2:18][C:19]([C:21]1[CH:22]=[CH:23][C:24]([C:27]2[CH:32]=[CH:31][C:30]([C:33]3[NH:37][C:36]([C@@H:38]4[CH2:50][N:48]5[C:49]6[CH:41]([C@@H:42]([NH:51][C:52]([O:53][CH3:54])=[O:55])[CH2:43][CH2:44][C:45]=6[CH:46]=[CH:47]5)[C:40](=[O:56])[CH2:39]4)=[N:35][CH:34]=3)=[CH:29][CH:28]=2)=[CH:25][CH:26]=1)=[O:20])=[O:7])([CH3:2])([CH3:3])[CH3:4]. The catalyst class is: 329.